From a dataset of TCR-epitope binding with 47,182 pairs between 192 epitopes and 23,139 TCRs. Binary Classification. Given a T-cell receptor sequence (or CDR3 region) and an epitope sequence, predict whether binding occurs between them. The epitope is VLAWLYAAV. Result: 0 (the TCR does not bind to the epitope). The TCR CDR3 sequence is CASSEAQGGYEQYF.